This data is from Reaction yield outcomes from USPTO patents with 853,638 reactions. The task is: Predict the reaction yield, written as a fraction of the theoretical maximum amount of product (1.0 means a 100% yield; for example, 0.34 means a 34% yield). The reactants are [OH:1][C:2]([C:10]1[O:11][C:12]2[CH:18]=[CH:17][C:16]([CH2:19][C:20](O)=[O:21])=[CH:15][C:13]=2[CH:14]=1)([C:4]1[CH:9]=[CH:8][N:7]=[CH:6][CH:5]=1)[CH3:3].CN(C(ON1N=NC2C=CC=NC1=2)=[N+](C)C)C.F[P-](F)(F)(F)(F)F.CCN(C(C)C)C(C)C.[CH3:56][C:57]1[CH:58]=[N:59][CH:60]=[CH:61][C:62]=1[CH:63]([C:65]1[CH:70]=[CH:69][CH:68]=[CH:67][CH:66]=1)[NH2:64]. The catalyst is C(Cl)Cl. The product is [OH:1][C:2]([C:10]1[O:11][C:12]2[CH:18]=[CH:17][C:16]([CH2:19][C:20]([NH:64][CH:63]([C:62]3[CH:61]=[CH:60][N:59]=[CH:58][C:57]=3[CH3:56])[C:65]3[CH:66]=[CH:67][CH:68]=[CH:69][CH:70]=3)=[O:21])=[CH:15][C:13]=2[CH:14]=1)([C:4]1[CH:9]=[CH:8][N:7]=[CH:6][CH:5]=1)[CH3:3]. The yield is 0.0800.